Dataset: Forward reaction prediction with 1.9M reactions from USPTO patents (1976-2016). Task: Predict the product of the given reaction. (1) Given the reactants [CH3:1][C:2]1[CH:7]=[CH:6][C:5]([S:8][C:9]2[CH:14]=[CH:13][C:12]([OH:15])=[CH:11][CH:10]=2)=[C:4]([NH:16][C:17]2[C:26]3[C:21](=[N:22][C:23]([CH3:27])=[CH:24][CH:25]=3)[N:20]=[CH:19][CH:18]=2)[CH:3]=1.[CH3:28][CH:29]([S:31](Cl)(=[O:33])=[O:32])[CH3:30], predict the reaction product. The product is: [CH3:1][C:2]1[CH:7]=[CH:6][C:5]([S:8][C:9]2[CH:10]=[CH:11][C:12]([O:15][S:31]([CH:29]([CH3:30])[CH3:28])(=[O:33])=[O:32])=[CH:13][CH:14]=2)=[C:4]([NH:16][C:17]2[C:26]3[C:21](=[N:22][C:23]([CH3:27])=[CH:24][CH:25]=3)[N:20]=[CH:19][CH:18]=2)[CH:3]=1. (2) Given the reactants CCN(C(C)C)C(C)C.[Cl:10][C:11]1[CH:20]=[C:19]2[C:14]([C:15]([OH:30])=[C:16]([C:25](OCC)=[O:26])[C:17](=[O:24])[C:18]2([CH2:22][CH3:23])[CH3:21])=[CH:13][CH:12]=1.Cl.[C:32]([O:36][C:37](=[O:40])[CH2:38][NH2:39])([CH3:35])([CH3:34])[CH3:33], predict the reaction product. The product is: [Cl:10][C:11]1[CH:20]=[C:19]2[C:14]([C:15]([OH:30])=[C:16]([C:25]([NH:39][CH2:38][C:37]([O:36][C:32]([CH3:35])([CH3:34])[CH3:33])=[O:40])=[O:26])[C:17](=[O:24])[C:18]2([CH2:22][CH3:23])[CH3:21])=[CH:13][CH:12]=1. (3) Given the reactants [CH3:1][O:2][C:3]1[CH:11]=[C:10]2[C:6]([CH2:7][CH:8]([CH3:13])[C:9]2=[O:12])=[CH:5][CH:4]=1.Br[CH2:15][C:16]([O:18][CH3:19])=[O:17].C1C=CC=CC=1.II, predict the reaction product. The product is: [CH3:19][O:18][C:16](=[O:17])[CH2:15][C:7]1[C:6]2[C:10](=[CH:11][C:3]([O:2][CH3:1])=[CH:4][CH:5]=2)[CH:9]([OH:12])[C:8]=1[CH3:13]. (4) Given the reactants [CH:1]1([CH2:5][C:6]([C:17]2[CH:22]=[CH:21][C:20]([S:23]([CH3:25])=[O:24])=[CH:19][CH:18]=2)([C:8]2[NH:16][C:11]3=[N:12][CH:13]=[CH:14][CH:15]=[C:10]3[CH:9]=2)[OH:7])[CH2:4][CH2:3][CH2:2]1.[Mn]([O-])(=O)(=O)=[O:27].[K+], predict the reaction product. The product is: [CH:1]1([CH2:5][C:6]([C:17]2[CH:22]=[CH:21][C:20]([S:23]([CH3:25])(=[O:27])=[O:24])=[CH:19][CH:18]=2)([C:8]2[NH:16][C:11]3=[N:12][CH:13]=[CH:14][CH:15]=[C:10]3[CH:9]=2)[OH:7])[CH2:4][CH2:3][CH2:2]1. (5) Given the reactants Br[C:2]1[CH:10]=[CH:9][CH:8]=[C:7]2[C:3]=1[CH:4]=[N:5][N:6]2[CH:11]1[CH2:16][CH2:15][CH2:14][CH2:13][O:12]1.[B:17]1([B:17]2[O:21][C:20]([CH3:23])([CH3:22])[C:19]([CH3:25])([CH3:24])[O:18]2)[O:21][C:20]([CH3:23])([CH3:22])[C:19]([CH3:25])([CH3:24])[O:18]1.P([O-])([O-])([O-])=O.[K+].[K+].[K+].C1(P(C2C=CC=CC=2)C2C=CC=CC=2)C=CC=CC=1, predict the reaction product. The product is: [O:12]1[CH2:13][CH2:14][CH2:15][CH2:16][CH:11]1[N:6]1[C:7]2[C:3](=[C:2]([B:17]3[O:21][C:20]([CH3:23])([CH3:22])[C:19]([CH3:25])([CH3:24])[O:18]3)[CH:10]=[CH:9][CH:8]=2)[CH:4]=[N:5]1.